This data is from Catalyst prediction with 721,799 reactions and 888 catalyst types from USPTO. The task is: Predict which catalyst facilitates the given reaction. Reactant: [CH2:1]([O:5][C:6]1[CH:10]=[C:9]([C:11](N(OC)C)=[O:12])[N:8]([CH2:17][C:18]2[CH:23]=[CH:22][C:21]([Cl:24])=[CH:20][C:19]=2[Cl:25])[N:7]=1)[CH2:2][CH2:3][CH3:4].[H-].C([Al+]CC(C)C)C(C)C.O.O.O.O.O.O.O.O.O.O.[O-]S([O-])(=O)=O.[Na+].[Na+]. Product: [CH2:1]([O:5][C:6]1[CH:10]=[C:9]([CH:11]=[O:12])[N:8]([CH2:17][C:18]2[CH:23]=[CH:22][C:21]([Cl:24])=[CH:20][C:19]=2[Cl:25])[N:7]=1)[CH2:2][CH2:3][CH3:4]. The catalyst class is: 207.